Dataset: Forward reaction prediction with 1.9M reactions from USPTO patents (1976-2016). Task: Predict the product of the given reaction. (1) Given the reactants BrN1C(=[O:7])CCC1=O.[F:9][C:10]1[CH:15]=[C:14]([CH3:16])[CH:13]=[CH:12][C:11]=1/[CH:17]=[CH:18]/[C:19]([O:21][CH2:22][CH3:23])=[O:20], predict the reaction product. The product is: [F:9][C:10]1[CH:15]=[C:14]([CH2:16][OH:7])[CH:13]=[CH:12][C:11]=1/[CH:17]=[CH:18]/[C:19]([O:21][CH2:22][CH3:23])=[O:20]. (2) The product is: [S:6]1[CH:7]=[CH:3][N:4]=[C:5]1[NH:8][C:9]1[CH:10]=[CH:11][C:12]([C@@H:15]([CH3:19])[C:16]([OH:18])=[O:17])=[CH:13][CH:14]=1. Given the reactants FC(F)(F)[C:3]1[N:4]=[C:5]([NH:8][C:9]2[CH:14]=[CH:13][C:12]([C@@H:15]([CH3:19])[C:16]([OH:18])=[O:17])=[CH:11][CH:10]=2)[S:6][CH:7]=1.C(NC1C=CC([C@@H](C)C(OC)=O)=CC=1)(=S)N.ClCC=O, predict the reaction product.